This data is from Reaction yield outcomes from USPTO patents with 853,638 reactions. The task is: Predict the reaction yield, written as a fraction of the theoretical maximum amount of product (1.0 means a 100% yield; for example, 0.34 means a 34% yield). (1) The reactants are C[O:2][C:3](=[O:33])[CH:4]([C:6]1[CH:11]=[CH:10][C:9]([C:12]#[C:13][C:14]2[CH:23]=[C:22]([O:24][CH3:25])[C:21]3[CH:20]([N:26]([CH:28]4[CH2:30][CH2:29]4)[CH3:27])[CH2:19][CH2:18][C:17]([CH3:32])([CH3:31])[C:16]=3[CH:15]=2)=[CH:8][CH:7]=1)[CH3:5].[OH-].[K+].Cl. The catalyst is CO.O1CCCC1. The product is [CH:28]1([N:26]([CH3:27])[CH:20]2[CH2:19][CH2:18][C:17]([CH3:31])([CH3:32])[C:16]3[CH:15]=[C:14]([C:13]#[C:12][C:9]4[CH:8]=[CH:7][C:6]([CH:4]([CH3:5])[C:3]([OH:33])=[O:2])=[CH:11][CH:10]=4)[CH:23]=[C:22]([O:24][CH3:25])[C:21]2=3)[CH2:29][CH2:30]1. The yield is 0.560. (2) The reactants are C[O:2][C:3](=[O:30])[C:4]1[CH:9]=[CH:8][C:7]([N:10]2[C:15]([CH3:16])=[CH:14][C:13]([O:17][CH2:18][C:19]3[CH:24]=[CH:23][C:22]([F:25])=[CH:21][C:20]=3[F:26])=[C:12]([Br:27])[C:11]2=[O:28])=[C:6]([Cl:29])[CH:5]=1.Cl. The catalyst is C1COCC1.O. The product is [Br:27][C:12]1[C:11](=[O:28])[N:10]([C:7]2[CH:8]=[CH:9][C:4]([C:3]([OH:30])=[O:2])=[CH:5][C:6]=2[Cl:29])[C:15]([CH3:16])=[CH:14][C:13]=1[O:17][CH2:18][C:19]1[CH:24]=[CH:23][C:22]([F:25])=[CH:21][C:20]=1[F:26]. The yield is 0.670. (3) The reactants are [C:1]1([CH3:10])[C:2]([C:7]([OH:9])=O)=[CH:3][CH:4]=[CH:5][CH:6]=1.C(Cl)(=O)C(Cl)=O.[F:17][C:18]1[CH:38]=[CH:37][C:21]([CH2:22][NH:23][C:24]2[CH:29]=[CH:28][C:27]([NH2:30])=[C:26]([N:31]3[CH2:36][CH2:35][O:34][CH2:33][CH2:32]3)[N:25]=2)=[CH:20][CH:19]=1.N1C=CC=CC=1. The catalyst is C1COCC1.CN(C=O)C. The product is [F:17][C:18]1[CH:38]=[CH:37][C:21]([CH2:22][NH:23][C:24]2[N:25]=[C:26]([N:31]3[CH2:36][CH2:35][O:34][CH2:33][CH2:32]3)[C:27]([NH:30][C:7](=[O:9])[C:2]3[CH:3]=[CH:4][CH:5]=[CH:6][C:1]=3[CH3:10])=[CH:28][CH:29]=2)=[CH:20][CH:19]=1. The yield is 0.100.